Dataset: Forward reaction prediction with 1.9M reactions from USPTO patents (1976-2016). Task: Predict the product of the given reaction. Given the reactants [C:1]([CH2:3][C:4]([O:6][C:7]([CH3:10])([CH3:9])[CH3:8])=[O:5])#[N:2].[CH:11](OCC)(OCC)OCC.C(OC(=O)C)(=O)C.Cl.[NH:29]([C:31]1[CH:36]=[CH:35][C:34]([CH2:37][C:38]([O:40][CH3:41])=[O:39])=[CH:33][CH:32]=1)[NH2:30].CCN(C(C)C)C(C)C, predict the reaction product. The product is: [NH2:2][C:1]1[N:29]([C:31]2[CH:32]=[CH:33][C:34]([CH2:37][C:38]([O:40][CH3:41])=[O:39])=[CH:35][CH:36]=2)[N:30]=[CH:11][C:3]=1[C:4]([O:6][C:7]([CH3:10])([CH3:9])[CH3:8])=[O:5].